Predict the reaction yield, written as a fraction of the theoretical maximum amount of product (1.0 means a 100% yield; for example, 0.34 means a 34% yield). From a dataset of Reaction yield outcomes from USPTO patents with 853,638 reactions. (1) The reactants are [F:1][C:2]1[CH:10]=[CH:9][CH:8]=[C:7]([F:11])[C:3]=1[C:4]([OH:6])=O.S(Cl)(Cl)=O.[CH3:16][C:17]1[NH:31][C:20]2=[C:21]([NH:25][C:26]([CH:28]3[CH2:30][CH2:29]3)=[O:27])[N:22]=[CH:23][CH:24]=[C:19]2[CH:18]=1.[Cl-].[Al+3].[Cl-].[Cl-]. The catalyst is ClCCl.CO. The product is [F:11][C:7]1[CH:8]=[CH:9][CH:10]=[C:2]([F:1])[C:3]=1[C:4]([C:18]1[C:19]2[C:20](=[C:21]([NH:25][C:26]([CH:28]3[CH2:29][CH2:30]3)=[O:27])[N:22]=[CH:23][CH:24]=2)[NH:31][C:17]=1[CH3:16])=[O:6]. The yield is 0.420. (2) The reactants are C([O:3][C:4]([C:6]1[C:7]2[CH:14]=[CH:13][N:12]([S:15]([C:18]3[CH:23]=[CH:22][C:21]([CH3:24])=[CH:20][CH:19]=3)(=[O:17])=[O:16])[C:8]=2[N:9]=[CH:10][N:11]=1)=[CH2:5])C.C1COCC1. The catalyst is CO. The product is [C:21]1([CH3:24])[CH:20]=[CH:19][C:18]([S:15]([N:12]2[C:8]3[N:9]=[CH:10][N:11]=[C:6]([C:4](=[O:3])[CH3:5])[C:7]=3[CH:14]=[CH:13]2)(=[O:17])=[O:16])=[CH:23][CH:22]=1. The yield is 0.890. (3) The reactants are Cl[S:2]([N:5]=[C:6]=[O:7])(=[O:4])=[O:3].[CH2:8]([OH:15])[C:9]1[CH:14]=[CH:13][CH:12]=[CH:11][CH:10]=1.[NH2:16][C:17]1[CH:45]=[CH:44][C:20]2[NH:21][C:22]([C:27]3[C:28](=[O:43])[N:29]([NH:38][CH:39]4[CH2:42][CH2:41][CH2:40]4)[C:30]4[C:35]([C:36]=3[OH:37])=[CH:34][CH:33]=[CH:32][CH:31]=4)=[N:23][S:24](=[O:26])(=[O:25])[C:19]=2[CH:18]=1.C(N(CC)CC)C. The catalyst is ClCCl. The product is [CH:39]1([NH:38][N:29]2[C:30]3[C:35](=[CH:34][CH:33]=[CH:32][CH:31]=3)[C:36]([OH:37])=[C:27]([C:22]3[NH:21][C:20]4[CH:44]=[CH:45][C:17]([NH:16][S:2](=[O:4])(=[O:3])[NH:5][C:6]([O:15][CH2:8][C:9]5[CH:14]=[CH:13][CH:12]=[CH:11][CH:10]=5)=[O:7])=[CH:18][C:19]=4[S:24](=[O:26])(=[O:25])[N:23]=3)[C:28]2=[O:43])[CH2:40][CH2:41][CH2:42]1. The yield is 0.660. (4) The yield is 0.240. The product is [OH:44][C:39]1[CH:40]=[CH:41][CH:42]=[CH:43][C:38]=1[NH:37][C:33]([N:13]1[CH2:14][CH2:15][CH:10]([N:9]([CH2:16][C:17]2[C:22]([CH3:23])=[CH:21][CH:20]=[CH:19][N:18]=2)[CH2:8][C:3]2[C:2]([CH3:1])=[CH:7][CH:6]=[CH:5][N:4]=2)[CH2:11][CH2:12]1)=[O:34]. The catalyst is C1(C)C=CC=CC=1. The reactants are [CH3:1][C:2]1[C:3]([CH2:8][N:9]([CH2:16][C:17]2[C:22]([CH3:23])=[CH:21][CH:20]=[CH:19][N:18]=2)[CH:10]2[CH2:15][CH2:14][NH:13][CH2:12][CH2:11]2)=[N:4][CH:5]=[CH:6][CH:7]=1.CCN(C(C)C)C(C)C.[C:33](Cl)(Cl)=[O:34].[NH2:37][C:38]1[CH:43]=[CH:42][CH:41]=[CH:40][C:39]=1[OH:44]. (5) The product is [C:10]([O:9][C:7]([N:1]1[CH2:6][CH2:5][N:4]([C:15]2[C:20]([C:21]([F:24])([F:23])[F:22])=[CH:19][CH:18]=[CH:17][N:16]=2)[CH2:3][CH2:2]1)=[O:8])([CH3:13])([CH3:12])[CH3:11]. The catalyst is CN(C=O)C. The reactants are [N:1]1([C:7]([O:9][C:10]([CH3:13])([CH3:12])[CH3:11])=[O:8])[CH2:6][CH2:5][NH:4][CH2:3][CH2:2]1.Cl[C:15]1[C:20]([C:21]([F:24])([F:23])[F:22])=[CH:19][CH:18]=[CH:17][N:16]=1.C(N(C(C)C)CC)(C)C. The yield is 0.339. (6) The product is [OH:2][C:3]1[CH:4]=[C:5]([NH:11][CH2:12][CH:13]2[C@:22]3([CH3:23])[C@H:17]([C:18]([CH3:25])([CH3:24])[CH2:19][CH2:20][CH2:21]3)[CH2:16][CH2:15][C@@:14]2([CH3:27])[OH:26])[CH:6]=[C:7]([O:9][CH3:10])[CH:8]=1. The yield is 0.830. The reactants are C[O:2][C:3]1[CH:4]=[C:5]([NH:11][CH2:12][CH:13]2[C@:22]3([CH3:23])[C@H:17]([C:18]([CH3:25])([CH3:24])[CH2:19][CH2:20][CH2:21]3)[CH2:16][CH2:15][C@@:14]2([CH3:27])[OH:26])[CH:6]=[C:7]([O:9][CH3:10])[CH:8]=1. The catalyst is CN(C=O)C.